From a dataset of Full USPTO retrosynthesis dataset with 1.9M reactions from patents (1976-2016). Predict the reactants needed to synthesize the given product. Given the product [C:27]1([S:33]([O:18][C@H:16]2[CH2:15][C@@H:14]([C:19](=[O:20])[NH:21][C:22]3([C:25]#[N:26])[CH2:23][CH2:24]3)[N:13]([C:11]([C:8]3([C:5]4[CH:4]=[CH:3][C:2]([Cl:1])=[CH:7][CH:6]=4)[CH2:9][CH2:10]3)=[O:12])[CH2:17]2)(=[O:35])=[O:34])[CH:32]=[CH:31][CH:30]=[CH:29][CH:28]=1, predict the reactants needed to synthesize it. The reactants are: [Cl:1][C:2]1[CH:7]=[CH:6][C:5]([C:8]2([C:11]([N:13]3[CH2:17][C@@H:16]([OH:18])[CH2:15][C@H:14]3[C:19]([NH:21][C:22]3([C:25]#[N:26])[CH2:24][CH2:23]3)=[O:20])=[O:12])[CH2:10][CH2:9]2)=[CH:4][CH:3]=1.[C:27]1([S:33](Cl)(=[O:35])=[O:34])[CH:32]=[CH:31][CH:30]=[CH:29][CH:28]=1.C(N(CC)CC)C.O.